From a dataset of Catalyst prediction with 721,799 reactions and 888 catalyst types from USPTO. Predict which catalyst facilitates the given reaction. (1) Reactant: C([NH:5][S:6]([C:9]1[CH:14]=[CH:13][CH:12]=[C:11]([C:15]2[CH:20]=[C:19]([C:21]3[N:26]=[C:25]([C:27]([F:30])([F:29])[F:28])[CH:24]=[C:23]([C:31]4[CH:36]=[CH:35][CH:34]=[C:33]([C:37]([F:40])([F:39])[F:38])[CH:32]=4)[N:22]=3)[CH:18]=[CH:17][N:16]=2)[CH:10]=1)(=[O:8])=[O:7])(C)(C)C.C(O)(C(F)(F)F)=O. Product: [F:30][C:27]([F:28])([F:29])[C:25]1[CH:24]=[C:23]([C:31]2[CH:36]=[CH:35][CH:34]=[C:33]([C:37]([F:40])([F:39])[F:38])[CH:32]=2)[N:22]=[C:21]([C:19]2[CH:18]=[CH:17][N:16]=[C:15]([C:11]3[CH:10]=[C:9]([S:6]([NH2:5])(=[O:8])=[O:7])[CH:14]=[CH:13][CH:12]=3)[CH:20]=2)[N:26]=1. The catalyst class is: 4. (2) Reactant: C[O:2][C:3](=[O:20])[C:4]1[CH:9]=[CH:8][C:7]([CH2:10][C:11]2([F:19])[CH2:18][CH2:17][CH2:16][CH2:15][CH2:14][C:13]#[C:12]2)=[CH:6][CH:5]=1.[Li+].[OH-]. Product: [F:19][C:11]1([CH2:10][C:7]2[CH:6]=[CH:5][C:4]([C:3]([OH:20])=[O:2])=[CH:9][CH:8]=2)[CH2:18][CH2:17][CH2:16][CH2:15][CH2:14][C:13]#[C:12]1. The catalyst class is: 38. (3) The catalyst class is: 10. Reactant: [CH2:1]([O:8][C:9]1[CH:18]=[C:17]2[C:12]([C:13]([O:19][C:20]3[CH:25]=[CH:24][C:23]([NH2:26])=[C:22]([F:27])[CH:21]=3)=[CH:14][CH:15]=[N:16]2)=[CH:11][C:10]=1[C:28]#[N:29])[C:2]1[CH:7]=[CH:6][CH:5]=[CH:4][CH:3]=1.C1(C)C=CC=CC=1.[C:37]1([N:43]=[C:44]=[O:45])[CH:42]=[CH:41][CH:40]=[CH:39][CH:38]=1. Product: [CH2:1]([O:8][C:9]1[CH:18]=[C:17]2[C:12]([C:13]([O:19][C:20]3[CH:25]=[CH:24][C:23]([NH:26][C:44]([NH:43][C:37]4[CH:42]=[CH:41][CH:40]=[CH:39][CH:38]=4)=[O:45])=[C:22]([F:27])[CH:21]=3)=[CH:14][CH:15]=[N:16]2)=[CH:11][C:10]=1[C:28]#[N:29])[C:2]1[CH:7]=[CH:6][CH:5]=[CH:4][CH:3]=1. (4) Reactant: [CH:1]([C:3]1[CH:18]=[CH:17][C:6]([O:7][C:8]2[CH:16]=[CH:15][C:11]([C:12]([NH2:14])=[O:13])=[CH:10][N:9]=2)=[CH:5][CH:4]=1)=O.[CH2:19]([N:26]1[CH2:31][CH2:30][NH:29][CH2:28][CH2:27]1)[C:20]1[CH:25]=[CH:24][CH:23]=[CH:22][CH:21]=1.[BH4-].[Na+]. Product: [CH2:19]([N:26]1[CH2:31][CH2:30][N:29]([CH2:1][C:3]2[CH:18]=[CH:17][C:6]([O:7][C:8]3[CH:16]=[CH:15][C:11]([C:12]([NH2:14])=[O:13])=[CH:10][N:9]=3)=[CH:5][CH:4]=2)[CH2:28][CH2:27]1)[C:20]1[CH:21]=[CH:22][CH:23]=[CH:24][CH:25]=1. The catalyst class is: 5. (5) Reactant: [N:1]1([CH2:10][CH2:11][N:12]2[CH2:17][CH2:16][O:15][C@H:14]([CH2:18][OH:19])[CH2:13]2)[C:9]2[C:4](=[CH:5][CH:6]=[CH:7][CH:8]=2)[CH2:3][CH2:2]1.C1C=CC(P(C2C=CC=CC=2)C2C=CC=CC=2)=CC=1.CC(OC(/N=N/C(OC(C)C)=O)=O)C.[CH3:53][C:54]1[C:59](O)=[CH:58][CH:57]=[CH:56][N:55]=1. Product: [N:1]1([CH2:10][CH2:11][N:12]2[CH2:17][CH2:16][O:15][C@H:14]([CH2:18][O:19][C:59]3[C:54]([CH3:53])=[N:55][CH:56]=[CH:57][CH:58]=3)[CH2:13]2)[C:9]2[C:4](=[CH:5][CH:6]=[CH:7][CH:8]=2)[CH2:3][CH2:2]1. The catalyst class is: 1. (6) Reactant: [C:1]([Si:5]([O:8]/[C:9](/[C:12]1[CH:17]=[CH:16][CH:15]=[C:14](Cl)[CH:13]=1)=[CH:10]\[CH3:11])([CH3:7])[CH3:6])([CH3:4])([CH3:3])[CH3:2].[Br:19]CCC(C1C=CC=CC=1)=O.[Si](OS(C(F)(F)F)(=O)=O)(C(C)(C)C)(C)C.CCN(CC)CC. Product: [C:1]([Si:5]([O:8]/[C:9](/[C:12]1[CH:17]=[CH:16][CH:15]=[C:14]([Br:19])[CH:13]=1)=[CH:10]\[CH3:11])([CH3:7])[CH3:6])([CH3:4])([CH3:3])[CH3:2]. The catalyst class is: 2.